From a dataset of NCI-60 drug combinations with 297,098 pairs across 59 cell lines. Regression. Given two drug SMILES strings and cell line genomic features, predict the synergy score measuring deviation from expected non-interaction effect. Drug 1: CN1CCC(CC1)COC2=C(C=C3C(=C2)N=CN=C3NC4=C(C=C(C=C4)Br)F)OC. Drug 2: C1CC(=O)NC(=O)C1N2CC3=C(C2=O)C=CC=C3N. Cell line: HOP-92. Synergy scores: CSS=16.9, Synergy_ZIP=-3.76, Synergy_Bliss=0.274, Synergy_Loewe=-6.97, Synergy_HSA=2.81.